This data is from Forward reaction prediction with 1.9M reactions from USPTO patents (1976-2016). The task is: Predict the product of the given reaction. (1) Given the reactants [NH2:1][OH:2].[F:3][C:4]([F:23])([F:22])[C:5]1[N:9]2[N:10]=[C:11]([N:14]3[CH2:19][CH2:18][N:17]([C:20]#[N:21])[CH2:16][CH2:15]3)[CH:12]=[CH:13][C:8]2=[N:7][N:6]=1, predict the reaction product. The product is: [OH:2][NH:1][C:20]([N:17]1[CH2:18][CH2:19][N:14]([C:11]2[CH:12]=[CH:13][C:8]3[N:9]([C:5]([C:4]([F:23])([F:3])[F:22])=[N:6][N:7]=3)[N:10]=2)[CH2:15][CH2:16]1)=[NH:21]. (2) The product is: [CH2:1]([O:8][CH2:9][C@@H:10]1[O:18][CH2:17][C@:13]2([C:24]3[CH:25]=[C:20]([Br:19])[CH:21]=[CH:22][C:23]=3[F:26])[NH:14][O:15][CH2:16][C@@H:12]2[CH2:11]1)[C:2]1[CH:7]=[CH:6][CH:5]=[CH:4][CH:3]=1. Given the reactants [CH2:1]([O:8][CH2:9][C@@H:10]1[O:18][CH2:17][C:13]2=[N:14][O:15][CH2:16][C@@H:12]2[CH2:11]1)[C:2]1[CH:7]=[CH:6][CH:5]=[CH:4][CH:3]=1.[Br:19][C:20]1[CH:25]=[CH:24][C:23]([F:26])=[C:22](I)[CH:21]=1.C([Li])CCC.[Cl-].[NH4+], predict the reaction product.